This data is from Peptide-MHC class I binding affinity with 185,985 pairs from IEDB/IMGT. The task is: Regression. Given a peptide amino acid sequence and an MHC pseudo amino acid sequence, predict their binding affinity value. This is MHC class I binding data. (1) The peptide sequence is TTLPVNVAF. The MHC is HLA-A03:01 with pseudo-sequence HLA-A03:01. The binding affinity (normalized) is 0.0847. (2) The peptide sequence is VVTLYLGV. The MHC is H-2-Db with pseudo-sequence H-2-Db. The binding affinity (normalized) is 0. (3) The peptide sequence is ILDDNLYKV. The MHC is HLA-A68:02 with pseudo-sequence HLA-A68:02. The binding affinity (normalized) is 0.191. (4) The peptide sequence is IGRGKNHAR. The MHC is HLA-B08:02 with pseudo-sequence HLA-B08:02. The binding affinity (normalized) is 0.0847. (5) The peptide sequence is FSFEIALLK. The MHC is HLA-B15:01 with pseudo-sequence HLA-B15:01. The binding affinity (normalized) is 0.0847.